This data is from Forward reaction prediction with 1.9M reactions from USPTO patents (1976-2016). The task is: Predict the product of the given reaction. (1) Given the reactants [F:1][CH:2]([F:27])[O:3][C:4]1[CH:10]=[C:9]([N:11]2[CH:15]=[C:14]([CH3:16])[N:13]=[C:12]2[C:17]2[CH:18]=[N:19][CH:20]=[C:21]([O:23][CH3:24])[CH:22]=2)[C:7]([NH2:8])=[C:6]([O:25][CH3:26])[CH:5]=1.[N:28]([O-])=O.[Na+].[OH-].[Na+], predict the reaction product. The product is: [F:27][CH:2]([F:1])[O:3][C:4]1[CH:5]=[C:6]([O:25][CH3:26])[C:7]2[N:8]=[N:28][C:15]3=[C:14]([CH3:16])[N:13]=[C:12]([C:17]4[CH:18]=[N:19][CH:20]=[C:21]([O:23][CH3:24])[CH:22]=4)[N:11]3[C:9]=2[CH:10]=1. (2) Given the reactants [Cl:1][C:2]1[CH:3]=[C:4]([C:8]2[O:12][N:11]=[C:10]([C:13]3[CH:18]=[CH:17][C:16]([Cl:19])=[CH:15][C:14]=3[Cl:20])[C:9]=2[CH:21](C2C=NC=CC=2)[OH:22])[CH:5]=[CH:6][CH:7]=1.C(O[C:33](=[O:35])[CH3:34])(=O)C.[N:36]1[CH:41]=[CH:40][CH:39]=[CH:38][CH:37]=1, predict the reaction product. The product is: [Cl:1][C:2]1[CH:3]=[C:4]([C:8]2[O:12][N:11]=[C:10]([C:13]3[CH:18]=[CH:17][C:16]([Cl:19])=[CH:15][C:14]=3[Cl:20])[C:9]=2[CH2:21][O:22][C:33](=[O:35])[CH2:34][C:38]2[CH:37]=[N:36][CH:41]=[CH:40][CH:39]=2)[CH:5]=[CH:6][CH:7]=1. (3) Given the reactants [C:1]([O:5][C:6](=[O:30])[CH2:7][CH2:8][N:9]([C:23]([O:25][C:26]([CH3:29])([CH3:28])[CH3:27])=[O:24])[CH2:10][C:11]([N:13]1[C:21]2[C:16](=[CH:17][C:18]([OH:22])=[CH:19][CH:20]=2)[CH2:15][CH2:14]1)=[O:12])([CH3:4])([CH3:3])[CH3:2].Cl[CH2:32][C:33]1[CH:38]=[CH:37][C:36]([CH:39]2[CH2:41][CH2:40]2)=[C:35]([O:42][C:43]([F:46])([F:45])[F:44])[CH:34]=1.C(=O)([O-])[O-].[K+].[K+], predict the reaction product. The product is: [C:1]([O:5][C:6](=[O:30])[CH2:7][CH2:8][N:9]([C:23]([O:25][C:26]([CH3:29])([CH3:28])[CH3:27])=[O:24])[CH2:10][C:11]([N:13]1[C:21]2[C:16](=[CH:17][C:18]([O:22][CH2:32][C:33]3[CH:38]=[CH:37][C:36]([CH:39]4[CH2:41][CH2:40]4)=[C:35]([O:42][C:43]([F:44])([F:45])[F:46])[CH:34]=3)=[CH:19][CH:20]=2)[CH2:15][CH2:14]1)=[O:12])([CH3:4])([CH3:3])[CH3:2]. (4) Given the reactants [NH2:1][CH2:2][C@@:3]1([CH2:15][C:16]([O:18]C(C)(C)C)=[O:17])[CH2:9][C@H:8]2[C@@H:4]1[CH:5]=[C:6]([CH:10]1[CH2:14][CH2:13][CH2:12][CH2:11]1)[CH2:7]2, predict the reaction product. The product is: [NH2:1][CH2:2][C@@:3]1([CH2:15][C:16]([OH:18])=[O:17])[CH2:9][C@H:8]2[C@@H:4]1[CH:5]=[C:6]([CH:10]1[CH2:14][CH2:13][CH2:12][CH2:11]1)[CH2:7]2. (5) Given the reactants [F:1][C:2]([F:12])([F:11])[O:3][C:4]1[CH:10]=[CH:9][C:7]([NH2:8])=[CH:6][CH:5]=1.[Cl:13][C:14]1[CH:22]=[C:21]([F:23])[C:20]([N+:24]([O-:26])=[O:25])=[CH:19][C:15]=1[C:16](Cl)=[O:17].OS([O-])(=O)=O.[K+], predict the reaction product. The product is: [F:1][C:2]([F:11])([F:12])[O:3][C:4]1[CH:10]=[CH:9][C:7]([NH:8][C:16](=[O:17])[C:15]2[CH:19]=[C:20]([N+:24]([O-:26])=[O:25])[C:21]([F:23])=[CH:22][C:14]=2[Cl:13])=[CH:6][CH:5]=1. (6) Given the reactants [NH2:1][C:2]1[CH:3]=[C:4]([CH:8]=[CH:9][C:10]=1[CH2:11][C:12]1[CH:17]=[CH:16][CH:15]=[CH:14][C:13]=1[C:18]([OH:20])=O)[C:5]([OH:7])=[O:6].C(N1C=CN=C1)(N1C=CN=C1)=O.Cl.O, predict the reaction product. The product is: [O:20]=[C:18]1[NH:1][C:2]2[CH:3]=[C:4]([C:5]([OH:7])=[O:6])[CH:8]=[CH:9][C:10]=2[CH2:11][C:12]2[CH:17]=[CH:16][CH:15]=[CH:14][C:13]1=2. (7) Given the reactants C[CH:2]1[C:8](=[O:9])[NH:7][C:6]2[CH:10]=[CH:11][CH:12]=[CH:13][C:5]=2[C:4]2[CH:14]=[CH:15][CH:16]=[CH:17][C:3]1=2.CCN(CC)CC.[Si]([I:29])(C)(C)C.II, predict the reaction product. The product is: [I:29][N:7]1[C:8](=[O:9])[CH2:2][C:3]2[CH:17]=[CH:16][CH:15]=[CH:14][C:4]=2[C:5]2[CH:13]=[CH:12][CH:11]=[CH:10][C:6]1=2. (8) Given the reactants C[O:2][C:3]([C:5]1[CH:10]=[CH:9][C:8]([C:11]2[CH:16]=[CH:15][CH:14]=[CH:13][CH:12]=2)=[CH:7][C:6]=1[F:17])=[O:4].[OH-].[Na+].Cl, predict the reaction product. The product is: [F:17][C:6]1[CH:7]=[C:8]([C:11]2[CH:12]=[CH:13][CH:14]=[CH:15][CH:16]=2)[CH:9]=[CH:10][C:5]=1[C:3]([OH:4])=[O:2]. (9) Given the reactants C[C:2]([O:4][CH2:5][Cl:6])=[O:3].[CH2:7]([OH:11])[CH2:8][CH2:9][CH3:10], predict the reaction product. The product is: [Cl:6][CH2:5][O:4][C:2](=[O:3])[O:11][CH2:7][CH2:8][CH2:9][CH3:10].